Dataset: Peptide-MHC class I binding affinity with 185,985 pairs from IEDB/IMGT. Task: Regression. Given a peptide amino acid sequence and an MHC pseudo amino acid sequence, predict their binding affinity value. This is MHC class I binding data. The peptide sequence is KLVDFRELNK. The MHC is HLA-A68:01 with pseudo-sequence HLA-A68:01. The binding affinity (normalized) is 0.0887.